This data is from Forward reaction prediction with 1.9M reactions from USPTO patents (1976-2016). The task is: Predict the product of the given reaction. (1) Given the reactants [NH2:1][C:2]1[CH:7]=[C:6]([C:8]([F:11])([F:10])[F:9])[CH:5]=[CH:4][C:3]=1[NH:12][C:13](=[O:21])[C:14]1[CH:19]=[CH:18][C:17](Cl)=[N:16][CH:15]=1.[CH2:22]([NH2:25])[CH2:23][NH2:24], predict the reaction product. The product is: [NH2:1][C:2]1[CH:7]=[C:6]([C:8]([F:11])([F:10])[F:9])[CH:5]=[CH:4][C:3]=1[NH:12][C:13](=[O:21])[C:14]1[CH:19]=[CH:18][C:17]([NH:24][CH2:23][CH2:22][NH2:25])=[N:16][CH:15]=1. (2) Given the reactants C(OC(=O)[NH:7][CH2:8][CH:9]([C:33]1[CH:38]=[CH:37][CH:36]=[C:35]([Cl:39])[CH:34]=1)[NH:10][C:11]1[N:16]=[C:15]([C:17]2[N:21]3[CH:22]=[CH:23][N:24]=[C:25]([N:26]4[CH2:31][CH2:30][N:29]([CH3:32])[CH2:28][CH2:27]4)[C:20]3=[N:19][CH:18]=2)[CH:14]=[CH:13][N:12]=1)(C)(C)C.Cl, predict the reaction product. The product is: [Cl:39][C:35]1[CH:34]=[C:33]([CH:9]([NH:10][C:11]2[N:16]=[C:15]([C:17]3[N:21]4[CH:22]=[CH:23][N:24]=[C:25]([N:26]5[CH2:27][CH2:28][N:29]([CH3:32])[CH2:30][CH2:31]5)[C:20]4=[N:19][CH:18]=3)[CH:14]=[CH:13][N:12]=2)[CH2:8][NH2:7])[CH:38]=[CH:37][CH:36]=1.